Dataset: Forward reaction prediction with 1.9M reactions from USPTO patents (1976-2016). Task: Predict the product of the given reaction. (1) Given the reactants [Si]([O:8][CH2:9][C@@H:10]1[CH2:12][C@H:11]1[C:13]1[N:17]2[C:18](=[O:36])[CH:19]=[C:20]([CH:22]([N:24]3[C:28]([CH:29]4[CH2:31][CH2:30]4)=[CH:27][C:26]([C:32]([F:35])([F:34])[F:33])=[N:25]3)[CH3:23])[N:21]=[C:16]2[S:15][C:14]=1[CH3:37])(C(C)(C)C)(C)C.Cl, predict the reaction product. The product is: [CH:29]1([C:28]2[N:24]([CH:22]([C:20]3[N:21]=[C:16]4[S:15][C:14]([CH3:37])=[C:13]([C@@H:11]5[CH2:12][C@H:10]5[CH2:9][OH:8])[N:17]4[C:18](=[O:36])[CH:19]=3)[CH3:23])[N:25]=[C:26]([C:32]([F:35])([F:33])[F:34])[CH:27]=2)[CH2:31][CH2:30]1. (2) Given the reactants [OH:1][C:2]1[CH:7]=[CH:6][C:5]([C:8]2[C:9]([CH2:21][O:22][C:23]([C:25]3[S:26][C:27]([CH3:30])=[CH:28][CH:29]=3)=[O:24])=[C:10]3[C:15](=[CH:16][CH:17]=2)[NH:14][C:13]([CH3:19])([CH3:18])[CH:12]=[C:11]3[CH3:20])=[C:4]([O:31][CH3:32])[CH:3]=1.[C:33](N1C=CN=C1)(N1C=CN=C1)=[O:34].[CH3:45][N:46]([CH3:51])[CH2:47][CH2:48][NH:49][CH3:50], predict the reaction product. The product is: [CH3:45][N:46]([CH3:51])[CH2:47][CH2:48][N:49]([C:33]([O:1][C:2]1[CH:7]=[CH:6][C:5]([C:8]2[C:9]([CH2:21][O:22][C:23]([C:25]3[S:26][C:27]([CH3:30])=[CH:28][CH:29]=3)=[O:24])=[C:10]3[C:15](=[CH:16][CH:17]=2)[NH:14][C:13]([CH3:18])([CH3:19])[CH:12]=[C:11]3[CH3:20])=[C:4]([O:31][CH3:32])[CH:3]=1)=[O:34])[CH3:50]. (3) Given the reactants [Br:1][C:2]1[CH:18]=[C:17]([CH2:19][CH2:20][C:21](=[O:37])[C:22]2[S:23][C:24]([C:27]3[CH:32]=[CH:31][C:30]([C:33]([F:36])([F:35])[F:34])=[CH:29][CH:28]=3)=[CH:25][CH:26]=2)[CH:16]=[CH:15][C:3]=1[O:4][CH:5]([CH2:13][CH3:14])[C:6]([O:8]C(C)(C)C)=[O:7].FC(F)(F)C(O)=O, predict the reaction product. The product is: [Br:1][C:2]1[CH:18]=[C:17]([CH2:19][CH2:20][C:21](=[O:37])[C:22]2[S:23][C:24]([C:27]3[CH:28]=[CH:29][C:30]([C:33]([F:36])([F:35])[F:34])=[CH:31][CH:32]=3)=[CH:25][CH:26]=2)[CH:16]=[CH:15][C:3]=1[O:4][CH:5]([CH2:13][CH3:14])[C:6]([OH:8])=[O:7].